Dataset: Full USPTO retrosynthesis dataset with 1.9M reactions from patents (1976-2016). Task: Predict the reactants needed to synthesize the given product. (1) Given the product [F:29][C:2]([F:30])([F:1])[O:3][C:4]1[CH:9]=[CH:8][C:7]([N:10]2[CH:14]=[N:13][C:12]([C:15]3[CH:20]=[CH:19][C:18]([CH:21]4[CH2:23][CH:22]4[NH:40][C:43](=[O:47])[O:37][C:31]4[CH:36]=[CH:35][CH:34]=[CH:33][CH:32]=4)=[CH:17][CH:16]=3)=[N:11]2)=[CH:6][CH:5]=1, predict the reactants needed to synthesize it. The reactants are: [F:1][C:2]([F:30])([F:29])[O:3][C:4]1[CH:9]=[CH:8][C:7]([N:10]2[CH:14]=[N:13][C:12]([C:15]3[CH:20]=[CH:19][C:18]([CH:21]4[CH2:23][CH:22]4C(N=[N+]=[N-])=O)=[CH:17][CH:16]=3)=[N:11]2)=[CH:6][CH:5]=1.[C:31]1([OH:37])[CH:36]=[CH:35][CH:34]=[CH:33][CH:32]=1.CC[N:40]([CH2:43]C)CC.CC[O:47]C(C)=O. (2) Given the product [NH2:22][C:13]1[C:12]2[N:11]=[C:10]([CH2:23][O:24][CH2:25][CH3:26])[N:9]([CH2:8][CH:6]([OH:7])[CH2:5][OH:4])[C:21]=2[C:20]2[CH:19]=[CH:18][CH:17]=[CH:16][C:15]=2[N:14]=1, predict the reactants needed to synthesize it. The reactants are: Br.CC1(C)[O:7][CH:6]([CH2:8][N:9]2[C:21]3[C:20]4[CH:19]=[CH:18][CH:17]=[CH:16][C:15]=4[N:14]=[C:13]([NH2:22])[C:12]=3[N:11]=[C:10]2[CH2:23][O:24][CH2:25][CH3:26])[CH2:5][O:4]1.Cl. (3) Given the product [Cl:1][C:2]1[CH:17]=[CH:16][C:5]([O:6][C:7]2[CH:12]=[CH:11][C:10]([CH2:13][CH2:14][O:15][C:23]3[CH:33]=[C:27]4[N:28]([CH3:32])[CH2:29][CH2:30][CH2:31][N:26]4[C:25](=[O:34])[N:24]=3)=[CH:9][CH:8]=2)=[CH:4][C:3]=1[C:18]([F:19])([F:20])[F:21], predict the reactants needed to synthesize it. The reactants are: [Cl:1][C:2]1[CH:17]=[CH:16][C:5]([O:6][C:7]2[CH:12]=[CH:11][C:10]([CH2:13][CH2:14][OH:15])=[CH:9][CH:8]=2)=[CH:4][C:3]=1[C:18]([F:21])([F:20])[F:19].Cl[C:23]1[CH:33]=[C:27]2[N:28]([CH3:32])[CH2:29][CH2:30][CH2:31][N:26]2[C:25](=[O:34])[N:24]=1. (4) The reactants are: S(=O)(=O)(O)O.[Br:6][C:7]1[C:16]2[C:11](=[CH:12][C:13]([C:17]([OH:19])=[O:18])=[CH:14][CH:15]=2)[C:10](=[O:20])[NH:9][N:8]=1.[CH2:21](O)[CH3:22]. Given the product [CH2:21]([O:18][C:17]([C:13]1[CH:12]=[C:11]2[C:16](=[CH:15][CH:14]=1)[C:7]([Br:6])=[N:8][NH:9][C:10]2=[O:20])=[O:19])[CH3:22], predict the reactants needed to synthesize it. (5) Given the product [F:11][C:4]1[CH:5]=[C:6]([O:9][CH3:10])[CH:7]=[CH:8][C:3]=1[CH2:2][C:12]#[N:13], predict the reactants needed to synthesize it. The reactants are: Br[CH2:2][C:3]1[CH:8]=[CH:7][C:6]([O:9][CH3:10])=[CH:5][C:4]=1[F:11].[C-:12]#[N:13].[K+]. (6) Given the product [CH2:21]([O:23][C:24](=[O:32])[C:25](=[O:26])[CH2:27][C:15]([C:11]1[CH:12]=[CH:13][CH:14]=[C:9]([CH:6]([CH3:8])[CH3:7])[C:10]=1[O:19][CH3:20])([CH3:17])[CH3:16])[CH3:22], predict the reactants needed to synthesize it. The reactants are: [Sn](Cl)(Cl)(Cl)Cl.[CH:6]([C:9]1[C:10]([O:19][CH3:20])=[C:11]([C:15](O)([CH3:17])[CH3:16])[CH:12]=[CH:13][CH:14]=1)([CH3:8])[CH3:7].[CH2:21]([O:23][C:24](=[O:32])[C:25]([O:27][Si](C)(C)C)=[CH2:26])[CH3:22].C(=O)([O-])[O-].[Na+].[Na+].Cl. (7) The reactants are: [CH3:1][N:2]1[C:6]([O:7][CH2:8][CH:9]2[CH2:14][CH2:13][O:12][CH2:11][CH2:10]2)=[C:5]([N+:15]([O-])=O)[CH:4]=[N:3]1.[C:18]([O:22][C:23]([NH:25][C:26]1[S:30][C:29]([C:31]2[C:36]([F:37])=[CH:35][CH:34]=[CH:33][C:32]=2[F:38])=[N:28][C:27]=1[C:39](O)=[O:40])=[O:24])([CH3:21])([CH3:20])[CH3:19].CN(C(ON1N=NC2C=CC=NC1=2)=[N+](C)C)C.F[P-](F)(F)(F)(F)F.CCN(C(C)C)C(C)C. Given the product [F:38][C:32]1[CH:33]=[CH:34][CH:35]=[C:36]([F:37])[C:31]=1[C:29]1[S:30][C:26]([NH:25][C:23](=[O:24])[O:22][C:18]([CH3:20])([CH3:19])[CH3:21])=[C:27]([C:39](=[O:40])[NH:15][C:5]2[CH:4]=[N:3][N:2]([CH3:1])[C:6]=2[O:7][CH2:8][CH:9]2[CH2:14][CH2:13][O:12][CH2:11][CH2:10]2)[N:28]=1, predict the reactants needed to synthesize it. (8) Given the product [CH3:9][O:8][C:6]1[CH:5]=[CH:4][C:3]([C:10]([C:12]2[CH:13]=[N:14][C:15]([O:18][CH2:19][CH2:20][C:21]3[N:22]=[C:23]([C:27]4[CH:28]=[CH:29][CH:30]=[CH:31][CH:32]=4)[O:24][C:25]=3[CH3:26])=[CH:16][CH:17]=2)=[O:11])=[C:2]([CH:7]=1)[O:1][C@H:34]([CH3:41])[C:35]([O:37][CH2:38][CH:39]=[CH2:40])=[O:36], predict the reactants needed to synthesize it. The reactants are: [OH:1][C:2]1[CH:7]=[C:6]([O:8][CH3:9])[CH:5]=[CH:4][C:3]=1[C:10]([C:12]1[CH:13]=[N:14][C:15]([O:18][CH2:19][CH2:20][C:21]2[N:22]=[C:23]([C:27]3[CH:32]=[CH:31][CH:30]=[CH:29][CH:28]=3)[O:24][C:25]=2[CH3:26])=[CH:16][CH:17]=1)=[O:11].O[C@@H:34]([CH3:41])[C:35]([O:37][CH2:38][CH:39]=[CH2:40])=[O:36].C1(P(C2C=CC=CC=2)C2C=CC=CC=2)C=CC=CC=1.N(C(OCC)=O)=NC(OCC)=O.